From a dataset of Forward reaction prediction with 1.9M reactions from USPTO patents (1976-2016). Predict the product of the given reaction. Given the reactants O[CH2:2][C:3]1[CH:4]=[C:5]([C:11]2[N:12]=[C:13]([C:16]3[CH:21]=[CH:20][N:19]=[CH:18][CH:17]=3)[S:14][CH:15]=2)[C:6](=[O:10])[NH:7][C:8]=1[CH3:9].CS(Cl)(=O)=O, predict the reaction product. The product is: [N:7]1([CH2:2][C:3]2[CH:4]=[C:5]([C:11]3[N:12]=[C:13]([C:16]4[CH:21]=[CH:20][N:19]=[CH:18][CH:17]=4)[S:14][CH:15]=3)[C:6](=[O:10])[NH:7][C:8]=2[CH3:9])[CH2:6][CH:5]=[CH:4][CH2:3][CH2:8]1.